From a dataset of Reaction yield outcomes from USPTO patents with 853,638 reactions. Predict the reaction yield, written as a fraction of the theoretical maximum amount of product (1.0 means a 100% yield; for example, 0.34 means a 34% yield). (1) The reactants are [F:1][C:2]1[CH:3]=[C:4]([CH:15]=[CH:16][CH:17]=1)[CH2:5][O:6][C:7]1[CH:8]=[CH:9][C:10]([CH:13]=[O:14])=[N:11][CH:12]=1.[OH:18]O. The catalyst is O=[Mn]=O.CC(C)=O. The product is [F:1][C:2]1[CH:3]=[C:4]([CH:15]=[CH:16][CH:17]=1)[CH2:5][O:6][C:7]1[CH:8]=[CH:9][C:10]([C:13]([OH:18])=[O:14])=[N:11][CH:12]=1. The yield is 0.980. (2) The reactants are C[O:2][C:3](=O)[C:4]1[CH:9]=[C:8]([CH2:10][CH3:11])[C:7]([C:12]([F:15])([F:14])[F:13])=[CH:6][C:5]=1[N:16]([C:24]([O:26][CH:27]([CH3:29])[CH3:28])=[O:25])[CH2:17][CH2:18][CH2:19][C:20]([O:22][CH3:23])=[O:21].CC(C)([O-])C.[K+]. The catalyst is C1(C)C=CC=CC=1. The product is [CH3:23][O:22][C:20]([CH:19]1[CH2:18][CH2:17][N:16]([C:24]([O:26][CH:27]([CH3:29])[CH3:28])=[O:25])[C:5]2[CH:6]=[C:7]([C:12]([F:14])([F:13])[F:15])[C:8]([CH2:10][CH3:11])=[CH:9][C:4]=2[C:3]1=[O:2])=[O:21]. The yield is 0.850. (3) The reactants are Cl[C:2]1[N:7]=[CH:6][CH:5]=[CH:4][N:3]=1.[CH3:8][CH:9]1[O:14][CH:13]([CH3:15])[CH2:12][NH:11][CH2:10]1.C(N(C(C)C)CC)(C)C. The catalyst is C(O)C. The product is [N:3]1[CH:4]=[CH:5][CH:6]=[N:7][C:2]=1[N:11]1[CH2:10][CH:9]([CH3:8])[O:14][CH:13]([CH3:15])[CH2:12]1. The yield is 0.760.